Dataset: Full USPTO retrosynthesis dataset with 1.9M reactions from patents (1976-2016). Task: Predict the reactants needed to synthesize the given product. (1) Given the product [NH2:36][C:34](=[O:35])[CH2:33][NH:32][C:3](=[O:5])[CH:2]([OH:1])[C:6]1[CH:7]=[CH:8][C:9]([C:12]2[N:16]=[C:15]([C:17]3[C:21]([C:22]([F:24])([F:25])[F:23])=[C:20]([C:26]4[CH:31]=[CH:30][CH:29]=[CH:28][CH:27]=4)[O:19][N:18]=3)[O:14][N:13]=2)=[CH:10][CH:11]=1, predict the reactants needed to synthesize it. The reactants are: [OH:1][CH:2]([C:6]1[CH:11]=[CH:10][C:9]([C:12]2[N:16]=[C:15]([C:17]3[C:21]([C:22]([F:25])([F:24])[F:23])=[C:20]([C:26]4[CH:31]=[CH:30][CH:29]=[CH:28][CH:27]=4)[O:19][N:18]=3)[O:14][N:13]=2)=[CH:8][CH:7]=1)[C:3]([OH:5])=O.[NH2:32][CH2:33][C:34]([NH2:36])=[O:35].CN(C(ON1N=NC2C=CC=NC1=2)=[N+](C)C)C.F[P-](F)(F)(F)(F)F.CN1CCOCC1. (2) Given the product [Cl:8][CH2:7][CH2:6][NH:5][C:10](=[O:15])[C:11]([CH3:14])([CH3:13])[CH3:12], predict the reactants needed to synthesize it. The reactants are: C([NH:5][C:6](=O)[CH2:7][Cl:8])(C)(C)C.[C:10](Cl)(=[O:15])[C:11]([CH3:14])([CH3:13])[CH3:12]. (3) Given the product [CH3:19][C:2]1([CH3:1])[CH:7]=[C:6]([C@@H:8]2[CH2:12][CH2:11][CH:10]([CH3:13])[C:9]2([CH3:15])[CH3:14])[CH2:5][C:4]([CH3:17])([CH3:16])[C:3]1=[O:18].[CH3:17][C:4]1([CH3:16])[CH2:5][CH:6]([C:8]2[CH2:12][CH2:11][C:10]([CH3:13])([CH3:20])[C:9]=2[CH3:14])[CH2:7][C:2]([CH3:19])([CH3:1])[C:3]1=[O:18], predict the reactants needed to synthesize it. The reactants are: [CH3:1][C:2]1([CH3:19])[CH:7]=[C:6]([C@@H:8]2[CH2:12][CH:11]=[C:10]([CH3:13])[C:9]2([CH3:15])[CH3:14])[CH2:5][C:4]([CH3:17])([CH3:16])[C:3]1=[O:18].[C:20]1(C)C=CC=CC=1. (4) Given the product [CH3:30][S:31]([C:34]1[N:39]=[CH:38][C:37]([C:7]2[CH2:12][CH2:11][CH:10]([O:13][CH2:14][CH:15]3[CH2:20][CH2:19][N:18]([C:21]([O:23][C:24]([CH3:25])([CH3:26])[CH3:27])=[O:22])[CH2:17][CH2:16]3)[CH2:9][CH:8]=2)=[CH:36][CH:35]=1)(=[O:33])=[O:32], predict the reactants needed to synthesize it. The reactants are: FC(F)(F)S(O[C:7]1[CH2:12][CH2:11][CH:10]([O:13][CH2:14][CH:15]2[CH2:20][CH2:19][N:18]([C:21]([O:23][C:24]([CH3:27])([CH3:26])[CH3:25])=[O:22])[CH2:17][CH2:16]2)[CH2:9][CH:8]=1)(=O)=O.[CH3:30][S:31]([C:34]1[N:39]=[CH:38][C:37](B(O)O)=[CH:36][CH:35]=1)(=[O:33])=[O:32].C(=O)([O-])[O-].[Na+].[Na+]. (5) Given the product [F:22][C:23]1[CH:28]=[C:27]([OH:29])[CH:26]=[CH:25][C:24]=1[C:30]1[N:33]=[C:19]([C:8]2[N:9]=[N:10][N:11]([C:12]3[CH:17]=[CH:16][CH:15]=[CH:14][C:13]=3[F:18])[C:7]=2[C:1]2[CH:2]=[CH:3][CH:4]=[CH:5][CH:6]=2)[O:21][N:31]=1, predict the reactants needed to synthesize it. The reactants are: [C:1]1([C:7]2[N:11]([C:12]3[CH:17]=[CH:16][CH:15]=[CH:14][C:13]=3[F:18])[N:10]=[N:9][C:8]=2[C:19]([OH:21])=O)[CH:6]=[CH:5][CH:4]=[CH:3][CH:2]=1.[F:22][C:23]1[CH:28]=[C:27]([OH:29])[CH:26]=[CH:25][C:24]=1[C:30](=[NH:33])[NH:31]O.